The task is: Predict the product of the given reaction.. This data is from Forward reaction prediction with 1.9M reactions from USPTO patents (1976-2016). (1) Given the reactants [CH3:1][O:2][C:3]1[CH:4]=[CH:5][C:6]2[S:10][CH:9]=[N:8][C:7]=2[C:11]=1[N+:12]([O-])=O.[H][H], predict the reaction product. The product is: [CH3:1][O:2][C:3]1[C:11]([NH2:12])=[C:7]2[N:8]=[CH:9][S:10][C:6]2=[CH:5][CH:4]=1. (2) Given the reactants CCCC[N+](CCCC)(CCCC)CCCC.[F-].[C:19]([C@H:22]1[O:30][C@H:29]2[C@H:25]([N:26]=[C:27]([N:31]([CH3:39])[C:32](=[O:38])[O:33][C:34]([CH3:37])([CH3:36])[CH3:35])[S:28]2)[C@@H:24]([O:40][CH2:41][CH:42]=[CH2:43])[C@@H:23]1[O:44][CH2:45][CH:46]=[CH2:47])(=[O:21])[CH3:20].[Si]([C:52]([F:55])([F:54])[F:53])(C)(C)C, predict the reaction product. The product is: [CH2:45]([O:44][C@@H:23]1[C@@H:22]([C@@:19]([OH:21])([CH3:20])[C:52]([F:55])([F:54])[F:53])[O:30][C@H:29]2[C@H:25]([N:26]=[C:27]([N:31]([CH3:39])[C:32](=[O:38])[O:33][C:34]([CH3:35])([CH3:36])[CH3:37])[S:28]2)[C@H:24]1[O:40][CH2:41][CH:42]=[CH2:43])[CH:46]=[CH2:47]. (3) Given the reactants [F:1][C:2]([F:15])([F:14])[S:3]([O:6]S(C(F)(F)F)(=O)=O)(=[O:5])=[O:4].[Cl:16][C:17]1[CH:18]=[CH:19][C:20]2[C:21]3[N:39]=[C:38]4[C:33]([CH:34]=[CH:35][CH:36]=[CH:37]4)=[C:23]4[CH:24]=[C:25](O)[CH:26]=[C:27]([N:28]([CH3:31])[C:29]=2[CH:30]=1)[C:22]=34, predict the reaction product. The product is: [Cl:16][C:17]1[CH:18]=[CH:19][C:20]2[C:21]3[N:39]=[C:38]4[C:33]([CH:34]=[CH:35][CH:36]=[CH:37]4)=[C:23]4[CH:24]=[C:25]([O:6][S:3]([C:2]([F:15])([F:14])[F:1])(=[O:5])=[O:4])[CH:26]=[C:27]([N:28]([CH3:31])[C:29]=2[CH:30]=1)[C:22]=34. (4) Given the reactants [C:1]1([C:6]2[CH:11]=[CH:10][C:9]([S:12]([CH3:15])(=[O:14])=[O:13])=[CH:8][C:7]=2[C:16]([N:18]2[CH2:23][CH2:22][N:21]([C:24]3[CH:29]=[CH:28][C:27]([C:30]([F:33])([F:32])[F:31])=[CH:26][CH:25]=3)[CH2:20][CH2:19]2)=[O:17])[CH2:5][CH2:4][CH2:3][CH:2]=1, predict the reaction product. The product is: [CH:1]1([C:6]2[CH:11]=[CH:10][C:9]([S:12]([CH3:15])(=[O:14])=[O:13])=[CH:8][C:7]=2[C:16]([N:18]2[CH2:19][CH2:20][N:21]([C:24]3[CH:25]=[CH:26][C:27]([C:30]([F:32])([F:31])[F:33])=[CH:28][CH:29]=3)[CH2:22][CH2:23]2)=[O:17])[CH2:5][CH2:4][CH2:3][CH2:2]1. (5) Given the reactants [NH2:1][C:2]1[N:7]=[C:6]([N:8]2[C@H:13]([CH3:14])[CH2:12][CH2:11][C@H:10]([C:15]([NH:17][CH:18]3[CH2:22][CH2:21][CH2:20][CH2:19]3)=[O:16])[CH2:9]2)[CH:5]=[C:4]([C:23]2[CH:28]=[CH:27][C:26]([C:29]#[N:30])=[C:25](F)[CH:24]=2)[N:3]=1.CCO.CCN(C(C)C)C(C)C.[NH2:44][NH2:45], predict the reaction product. The product is: [NH2:1][C:2]1[N:7]=[C:6]([N:8]2[C@H:13]([CH3:14])[CH2:12][CH2:11][C@H:10]([C:15]([NH:17][CH:18]3[CH2:22][CH2:21][CH2:20][CH2:19]3)=[O:16])[CH2:9]2)[CH:5]=[C:4]([C:23]2[CH:24]=[C:25]3[C:26]([C:29]([NH2:30])=[N:44][NH:45]3)=[CH:27][CH:28]=2)[N:3]=1. (6) The product is: [F:22][C:23]([F:28])([F:27])[C:24]([OH:26])=[O:25].[NH2:10][CH2:9][C:8]([N:4]1[CH2:5][CH2:6][CH2:7][C@H:3]1[C:1]#[N:2])=[O:18]. Given the reactants [C:1]([C@@H:3]1[CH2:7][CH2:6][CH2:5][N:4]1[C:8](=[O:18])[CH2:9][NH:10]C(=O)OC(C)(C)C)#[N:2].C(#N)C.[F:22][C:23]([F:28])([F:27])[C:24]([OH:26])=[O:25], predict the reaction product. (7) Given the reactants [O:1]=[C:2]1[N:11]([C:12]2[S:16][CH:15]=[C:14]([C:17]([OH:19])=O)[CH:13]=2)[C:10](=[O:20])[C:9]2[C:4](=[CH:5][CH:6]=[CH:7][CH:8]=2)[NH:3]1.[CH2:21]([NH:23][C:24]1[CH:29]=[CH:28][CH:27]=[CH:26][CH:25]=1)[CH3:22].CN1C=CN=C1.Cl.C(N=C=NCCCN(C)C)C.Cl, predict the reaction product. The product is: [O:1]=[C:2]1[N:11]([C:12]2[S:16][CH:15]=[C:14]([C:17]([N:23]([CH2:21][CH3:22])[C:24]3[CH:29]=[CH:28][CH:27]=[CH:26][CH:25]=3)=[O:19])[CH:13]=2)[C:10](=[O:20])[C:9]2[C:4](=[CH:5][CH:6]=[CH:7][CH:8]=2)[NH:3]1.